Task: Regression. Given two drug SMILES strings and cell line genomic features, predict the synergy score measuring deviation from expected non-interaction effect.. Dataset: NCI-60 drug combinations with 297,098 pairs across 59 cell lines (1) Drug 1: C1=NC2=C(N=C(N=C2N1C3C(C(C(O3)CO)O)F)Cl)N. Drug 2: C1C(C(OC1N2C=NC3=C2NC=NCC3O)CO)O. Cell line: SK-MEL-28. Synergy scores: CSS=21.0, Synergy_ZIP=-4.41, Synergy_Bliss=1.91, Synergy_Loewe=-2.09, Synergy_HSA=1.06. (2) Drug 1: C1=CC(=CC=C1CC(C(=O)O)N)N(CCCl)CCCl.Cl. Drug 2: COCCOC1=C(C=C2C(=C1)C(=NC=N2)NC3=CC=CC(=C3)C#C)OCCOC.Cl. Cell line: CCRF-CEM. Synergy scores: CSS=39.7, Synergy_ZIP=0.453, Synergy_Bliss=-1.09, Synergy_Loewe=-13.5, Synergy_HSA=-2.20. (3) Drug 1: CNC(=O)C1=CC=CC=C1SC2=CC3=C(C=C2)C(=NN3)C=CC4=CC=CC=N4. Drug 2: COCCOC1=C(C=C2C(=C1)C(=NC=N2)NC3=CC=CC(=C3)C#C)OCCOC.Cl. Cell line: HOP-92. Synergy scores: CSS=9.84, Synergy_ZIP=2.12, Synergy_Bliss=3.27, Synergy_Loewe=2.03, Synergy_HSA=2.44. (4) Cell line: MALME-3M. Drug 2: C1CN(P(=O)(OC1)NCCCl)CCCl. Drug 1: CN(C)N=NC1=C(NC=N1)C(=O)N. Synergy scores: CSS=-5.00, Synergy_ZIP=0.356, Synergy_Bliss=-2.76, Synergy_Loewe=-4.22, Synergy_HSA=-5.26. (5) Drug 1: CC1=C(N=C(N=C1N)C(CC(=O)N)NCC(C(=O)N)N)C(=O)NC(C(C2=CN=CN2)OC3C(C(C(C(O3)CO)O)O)OC4C(C(C(C(O4)CO)O)OC(=O)N)O)C(=O)NC(C)C(C(C)C(=O)NC(C(C)O)C(=O)NCCC5=NC(=CS5)C6=NC(=CS6)C(=O)NCCC[S+](C)C)O. Drug 2: CS(=O)(=O)OCCCCOS(=O)(=O)C. Cell line: HL-60(TB). Synergy scores: CSS=60.3, Synergy_ZIP=1.06, Synergy_Bliss=-3.71, Synergy_Loewe=25.8, Synergy_HSA=3.62. (6) Drug 1: C1=NC2=C(N=C(N=C2N1C3C(C(C(O3)CO)O)F)Cl)N. Cell line: NCI-H322M. Synergy scores: CSS=2.74, Synergy_ZIP=4.09, Synergy_Bliss=7.11, Synergy_Loewe=1.54, Synergy_HSA=2.04. Drug 2: CC1=C(C(=CC=C1)Cl)NC(=O)C2=CN=C(S2)NC3=CC(=NC(=N3)C)N4CCN(CC4)CCO. (7) Synergy scores: CSS=43.2, Synergy_ZIP=2.36, Synergy_Bliss=1.34, Synergy_Loewe=-35.2, Synergy_HSA=0.359. Drug 2: C1C(C(OC1N2C=C(C(=O)NC2=O)F)CO)O. Drug 1: CC1=C(C=C(C=C1)NC2=NC=CC(=N2)N(C)C3=CC4=NN(C(=C4C=C3)C)C)S(=O)(=O)N.Cl. Cell line: DU-145. (8) Drug 1: C1=NC2=C(N1)C(=S)N=C(N2)N. Drug 2: CCCCCOC(=O)NC1=NC(=O)N(C=C1F)C2C(C(C(O2)C)O)O. Cell line: MCF7. Synergy scores: CSS=33.9, Synergy_ZIP=0.901, Synergy_Bliss=1.27, Synergy_Loewe=-16.0, Synergy_HSA=1.29. (9) Drug 1: C1=CC(=C2C(=C1NCCNCCO)C(=O)C3=C(C=CC(=C3C2=O)O)O)NCCNCCO. Drug 2: C1C(C(OC1N2C=NC3=C2NC=NCC3O)CO)O. Cell line: NCI-H226. Synergy scores: CSS=15.5, Synergy_ZIP=-10.3, Synergy_Bliss=-11.0, Synergy_Loewe=-25.7, Synergy_HSA=-9.29. (10) Drug 1: C1=CC=C(C=C1)NC(=O)CCCCCCC(=O)NO. Drug 2: CC1CCC2CC(C(=CC=CC=CC(CC(C(=O)C(C(C(=CC(C(=O)CC(OC(=O)C3CCCCN3C(=O)C(=O)C1(O2)O)C(C)CC4CCC(C(C4)OC)OCCO)C)C)O)OC)C)C)C)OC. Cell line: SK-MEL-28. Synergy scores: CSS=4.40, Synergy_ZIP=-3.11, Synergy_Bliss=-9.10, Synergy_Loewe=-4.87, Synergy_HSA=-4.80.